Task: Predict the product of the given reaction.. Dataset: Forward reaction prediction with 1.9M reactions from USPTO patents (1976-2016) (1) Given the reactants Cl.[NH2:2][OH:3].[Cl:4][C:5]1[CH:10]=[CH:9][N:8]=[C:7]([CH:11]=O)[N:6]=1.C([O-])(=O)C.[Na+], predict the reaction product. The product is: [Cl:4][C:5]1[CH:10]=[CH:9][N:8]=[C:7]([CH:11]=[N:2][OH:3])[N:6]=1. (2) Given the reactants Cl.[F:2][C:3]1[CH:8]=[CH:7][C:6]([CH:9]([C:17]2[CH:22]=[CH:21][C:20]([F:23])=[CH:19][CH:18]=2)[CH:10]2[C:15](=[O:16])[CH2:14][CH2:13][NH:12][CH2:11]2)=[CH:5][CH:4]=1.[CH3:24][O:25][C:26]1[CH:33]=[CH:32][C:31]([O:34][C:35]([F:38])([F:37])[F:36])=[CH:30][C:27]=1[CH2:28]O.C(N(C(C)C)CC)(C)C.ClCCl, predict the reaction product. The product is: [F:2][C:3]1[CH:8]=[CH:7][C:6]([CH:9]([C:17]2[CH:18]=[CH:19][C:20]([F:23])=[CH:21][CH:22]=2)[CH:10]2[C:15](=[O:16])[CH2:14][CH2:13][N:12]([CH2:28][C:27]3[CH:30]=[C:31]([O:34][C:35]([F:36])([F:37])[F:38])[CH:32]=[CH:33][C:26]=3[O:25][CH3:24])[CH2:11]2)=[CH:5][CH:4]=1. (3) Given the reactants [NH:1]1[CH2:5][CH2:4][C@@H:3]([CH2:6][C:7]#[N:8])[CH2:2]1.CCN(C(C)C)C(C)C.[CH:18]1([C:21](Cl)=[O:22])[CH2:20][CH2:19]1.CO, predict the reaction product. The product is: [CH:18]1([C:21]([N:1]2[CH2:5][CH2:4][C@@H:3]([CH2:6][C:7]#[N:8])[CH2:2]2)=[O:22])[CH2:20][CH2:19]1.